Task: Predict the reaction yield, written as a fraction of the theoretical maximum amount of product (1.0 means a 100% yield; for example, 0.34 means a 34% yield).. Dataset: Reaction yield outcomes from USPTO patents with 853,638 reactions (1) The reactants are Br[C:2]1[CH:7]=[C:6]([Cl:8])[CH:5]=[CH:4][C:3]=1[O:9][CH3:10].[CH2:11]=[CH:12][C:13]1[CH:18]=[CH:17][CH:16]=[CH:15][CH:14]=1.C(N(CC)CC)C.C1(P(C2C=CC=CC=2)C2C=CC=CC=2)C=CC=CC=1. The catalyst is C(#N)C.C([O-])(=O)C.[Pd+2].C([O-])(=O)C. The product is [Cl:8][C:6]1[CH:5]=[CH:4][C:3]([O:9][CH3:10])=[C:2]([CH:7]=1)[CH:11]=[CH:12][C:13]1[CH:18]=[CH:17][CH:16]=[CH:15][CH:14]=1. The yield is 0.356. (2) The reactants are [CH2:1]([C@H:9]1[CH2:14][CH2:13][CH2:12][NH:11][CH2:10]1)[CH2:2][C:3]1[CH:8]=[CH:7][CH:6]=[CH:5][CH:4]=1.Br[CH2:16][C:17]([C:19]1[CH:24]=[CH:23][C:22]([Cl:25])=[CH:21][CH:20]=1)=[O:18].C([O-])([O-])=O.[K+].[K+]. The catalyst is CC#N. The product is [Cl:25][C:22]1[CH:23]=[CH:24][C:19]([C:17](=[O:18])[CH2:16][N:11]2[CH2:12][CH2:13][CH2:14][C@H:9]([CH2:1][CH2:2][C:3]3[CH:8]=[CH:7][CH:6]=[CH:5][CH:4]=3)[CH2:10]2)=[CH:20][CH:21]=1. The yield is 0.380. (3) The reactants are Br[C:2]1[CH:7]=[CH:6][C:5]([O:8][C:9]([F:15])([F:14])[C:10]([F:13])([F:12])[F:11])=[CH:4][CH:3]=1.[C:16](=[N:29][NH2:30])([C:23]1[CH:28]=[CH:27][CH:26]=[CH:25][CH:24]=1)[C:17]1[CH:22]=[CH:21][CH:20]=[CH:19][CH:18]=1.C1(P(C2C=CC=CC=2)C2C=CC3C(=CC=CC=3)C=2C2C3C(=CC=CC=3)C=CC=2P(C2C=CC=CC=2)C2C=CC=CC=2)C=CC=CC=1.O=O.CC(C)([O-])C.[Na+]. The catalyst is C1(C)C=CC=CC=1.C([O-])(=O)C.[Pd+2].C([O-])(=O)C. The product is [C:17]1([C:16]([C:23]2[CH:28]=[CH:27][CH:26]=[CH:25][CH:24]=2)=[N:29][NH:30][C:2]2[CH:7]=[CH:6][C:5]([O:8][C:9]([F:15])([F:14])[C:10]([F:13])([F:12])[F:11])=[CH:4][CH:3]=2)[CH:18]=[CH:19][CH:20]=[CH:21][CH:22]=1. The yield is 0.880. (4) The reactants are [CH3:1]I.[OH:3][C:4]1[CH:9]=[CH:8][N:7]([C:10]2[S:11][C:12]([C:16]([O:18][CH2:19][CH3:20])=[O:17])=[C:13]([CH3:15])[N:14]=2)[C:6](=[O:21])[CH:5]=1. No catalyst specified. The product is [CH3:1][O:3][C:4]1[CH:9]=[CH:8][N:7]([C:10]2[S:11][C:12]([C:16]([O:18][CH2:19][CH3:20])=[O:17])=[C:13]([CH3:15])[N:14]=2)[C:6](=[O:21])[CH:5]=1. The yield is 0.540. (5) The reactants are [Br:1][C:2]1[CH:10]=[C:9]2[C:5]([CH2:6][C:7]3([CH2:16][CH2:15][CH:14]([OH:17])[CH2:13][CH2:12]3)[C:8]2=[O:11])=[CH:4][CH:3]=1.[CH3:18]C(C)([O-])C.[K+].CI.O. The catalyst is C1COCC1. The product is [Br:1][C:2]1[CH:10]=[C:9]2[C:5]([CH2:6][C:7]3([CH2:16][CH2:15][CH:14]([O:17][CH3:18])[CH2:13][CH2:12]3)[C:8]2=[O:11])=[CH:4][CH:3]=1. The yield is 0.940. (6) The reactants are Br[C:2]1[CH:3]=[N:4][N:5]([CH3:19])[C:6]=1[C:7]1[CH:8]=[C:9]([C:15]([O:17][CH3:18])=[O:16])[S:10][C:11]=1[CH2:12][CH2:13][CH3:14].[C:20](=O)([O-])[O-].[K+].[K+].CB1OB(C)OB(C)O1. The catalyst is CN(C)C=O. The product is [CH3:19][N:5]1[C:6]([C:7]2[CH:8]=[C:9]([C:15]([O:17][CH3:18])=[O:16])[S:10][C:11]=2[CH2:12][CH2:13][CH3:14])=[C:2]([CH3:20])[CH:3]=[N:4]1. The yield is 0.840. (7) The reactants are FC(F)(F)[C:3](O)=[O:4].[NH2:8][C@H:9]1[C:17]2[C:12](=[CH:13][CH:14]=[CH:15][CH:16]=2)[CH2:11][C@@H:10]1[NH:18][C:19]([C:21]1[NH:25][C:24]2[C:26]([Cl:30])=[C:27]([Cl:29])[S:28][C:23]=2[CH:22]=1)=[O:20].C(O)=O.CCN(C(C)C)C(C)C.C1C=CC2N(O)N=NC=2C=1.CCN=C=NCCCN(C)C. The catalyst is C(Cl)Cl. The product is [Cl:29][C:27]1[S:28][C:23]2[CH:22]=[C:21]([C:19]([NH:18][C@H:10]3[CH2:11][C:12]4[C:17](=[CH:16][CH:15]=[CH:14][CH:13]=4)[C@@H:9]3[NH:8][CH:3]=[O:4])=[O:20])[NH:25][C:24]=2[C:26]=1[Cl:30]. The yield is 0.970.